From a dataset of Forward reaction prediction with 1.9M reactions from USPTO patents (1976-2016). Predict the product of the given reaction. (1) Given the reactants [NH2:1][C:2]1[CH:14]=[C:13]([C:15]2[CH:20]=[CH:19][CH:18]=[C:17]([O:21][C:22]([O:24][C:25]([CH3:28])([CH3:27])[CH3:26])=[O:23])[CH:16]=2)[CH:12]=[CH:11][C:3]=1[C:4]([O:6][C:7]([CH3:10])([CH3:9])[CH3:8])=[O:5].C(=O)([O-])[O-].[Cs+].[Cs+].I[C:36]1[CH:41]=[CH:40][C:39]2[O:42][CH2:43][O:44][C:38]=2[CH:37]=1.C1(P(C2CCCCC2)C2C=CC=CC=2C2C(C(C)C)=CC(C(C)C)=CC=2C(C)C)CCCCC1.C(O)(=O)CC(CC(O)=O)(C(O)=O)O, predict the reaction product. The product is: [O:42]1[C:39]2[CH:40]=[CH:41][C:36]([NH:1][C:2]3[CH:14]=[C:13]([C:15]4[CH:20]=[CH:19][CH:18]=[C:17]([O:21][C:22]([O:24][C:25]([CH3:28])([CH3:27])[CH3:26])=[O:23])[CH:16]=4)[CH:12]=[CH:11][C:3]=3[C:4]([O:6][C:7]([CH3:10])([CH3:9])[CH3:8])=[O:5])=[CH:37][C:38]=2[O:44][CH2:43]1. (2) Given the reactants [C:1]([O:5][C:6]([NH:8][C@H:9]([C:13]1[N:23]=[CH:22][C:21]([Cl:24])=[CH:20][C:14]=1[C:15]([O:17][CH2:18][CH3:19])=[O:16])[CH:10]([CH3:12])[CH3:11])=[O:7])([CH3:4])([CH3:3])[CH3:2].[C:25]([O:29]C(NC(C1CCOC1)C(=O)CC(OCC)=O)=O)(C)(C)C, predict the reaction product. The product is: [C:1]([O:5][C:6]([NH:8][CH:9]([CH:10]1[CH2:11][CH2:25][O:29][CH2:12]1)[C:13]1[N:23]=[CH:22][C:21]([Cl:24])=[CH:20][C:14]=1[C:15]([O:17][CH2:18][CH3:19])=[O:16])=[O:7])([CH3:4])([CH3:2])[CH3:3]. (3) Given the reactants [H-].[Na+].[C:3]1([CH:9]=[CH:10][C:11](=[O:13])[CH3:12])[CH:8]=[CH:7][CH:6]=[CH:5][CH:4]=1.[CH3:14]S(C)=O, predict the reaction product. The product is: [C:3]1([CH:9]2[CH2:14][CH:10]2[C:11](=[O:13])[CH3:12])[CH:8]=[CH:7][CH:6]=[CH:5][CH:4]=1.